This data is from Full USPTO retrosynthesis dataset with 1.9M reactions from patents (1976-2016). The task is: Predict the reactants needed to synthesize the given product. (1) The reactants are: [C:1]([CH2:4][CH2:5][CH2:6][CH2:7][CH2:8][N+:9]1[C:17]2[C:12](=[CH:13][C:14]([F:19])=[CH:15][C:16]=2[F:18])[C:11]([CH2:21][CH2:22][CH2:23][CH2:24][S:25]([O-:28])(=[O:27])=[O:26])([CH3:20])[C:10]=1[CH3:29])([OH:3])=[O:2].C1(N=[CH:37][CH:38]=[CH:39][CH2:40][CH:41]=[N:42][C:43]2[CH:48]=[CH:47][CH:46]=[CH:45][CH:44]=2)C=CC=CC=1.Cl.[C:50](OC(=O)C)(=[O:52])[CH3:51]. Given the product [C:50]([N:42]([C:43]1[CH:44]=[CH:45][CH:46]=[CH:47][CH:48]=1)/[CH:41]=[CH:40]/[CH:39]=[CH:38]/[CH:37]=[CH:29]/[C:10]1[C:11]([CH2:21][CH2:22][CH2:23][CH2:24][S:25]([O-:28])(=[O:27])=[O:26])([CH3:20])[C:12]2[C:17](=[C:16]([F:18])[CH:15]=[C:14]([F:19])[CH:13]=2)[N+:9]=1[CH2:8][CH2:7][CH2:6][CH2:5][CH2:4][C:1]([OH:3])=[O:2])(=[O:52])[CH3:51], predict the reactants needed to synthesize it. (2) Given the product [CH3:1][O:2][CH2:3][O:20][C:16]1[CH:17]=[CH:18][CH:19]=[C:14]([CH2:11][CH2:12][CH3:13])[CH:15]=1, predict the reactants needed to synthesize it. The reactants are: [CH3:1][O:2][CH2:3]Cl.C(=O)([O-])[O-].[K+].[K+].[CH2:11]([C:14]1[CH:15]=[C:16]([OH:20])[CH:17]=[CH:18][CH:19]=1)[CH2:12][CH3:13]. (3) Given the product [CH:56]1([NH:52][C:42](=[O:48])[NH:1][C:2]2[CH:36]=[CH:35][C:5]([O:6][C:7]3[CH:12]=[CH:11][N:10]=[C:9]4[CH:13]=[C:14]([C:16]5[N:21]=[CH:20][C:19]([CH2:22][N:23]([CH2:31][CH2:32][O:33][CH3:34])[C:24](=[O:30])[O:25][C:26]([CH3:29])([CH3:28])[CH3:27])=[CH:18][CH:17]=5)[S:15][C:8]=34)=[C:4]([F:37])[CH:3]=2)[CH2:58][CH2:57]1, predict the reactants needed to synthesize it. The reactants are: [NH2:1][C:2]1[CH:36]=[CH:35][C:5]([O:6][C:7]2[CH:12]=[CH:11][N:10]=[C:9]3[CH:13]=[C:14]([C:16]4[N:21]=[CH:20][C:19]([CH2:22][N:23]([CH2:31][CH2:32][O:33][CH3:34])[C:24](=[O:30])[O:25][C:26]([CH3:29])([CH3:28])[CH3:27])=[CH:18][CH:17]=4)[S:15][C:8]=23)=[C:4]([F:37])[CH:3]=1.ClC(Cl)(O[C:42](=[O:48])OC(Cl)(Cl)Cl)Cl.CC[N:52]([CH:56]([CH3:58])[CH3:57])C(C)C.C1(N)CC1. (4) Given the product [OH:14][C:9]1[CH:10]=[CH:11][CH:12]=[CH:13][C:8]=1[C:6]1[N:5]([CH2:22][CH2:23][C:24]2[CH:29]=[CH:28][CH:27]=[CH:26][CH:25]=2)[C:4](=[O:30])[C:3]([C:31]2[S:35][C:34]([CH3:36])=[N:33][CH:32]=2)=[C:2]([CH3:1])[N:7]=1, predict the reactants needed to synthesize it. The reactants are: [CH3:1][C:2]1[N:7]=[C:6]([C:8]2[CH:13]=[CH:12][CH:11]=[CH:10][C:9]=2[O:14]CC2C=CC=CC=2)[N:5]([CH2:22][CH2:23][C:24]2[CH:29]=[CH:28][CH:27]=[CH:26][CH:25]=2)[C:4](=[O:30])[C:3]=1[C:31]1[S:35][C:34]([CH3:36])=[N:33][CH:32]=1.N#N. (5) The reactants are: [Br-].[C:2]([CH2:5][CH2:6][CH2:7][CH2:8][P+](C1C=CC=CC=1)(C1C=CC=CC=1)C1C=CC=CC=1)([OH:4])=[O:3].[CH3:28]C(C)([O-])C.[K+].[CH3:34][Si:35]([CH3:58])([C:54]([CH3:57])([CH3:56])[CH3:55])[O:36][CH2:37][C@@H:38]1[C@@H:45]2[C@@H:41]([O:42][CH:43](O)[CH2:44]2)[CH2:40][C@H:39]1[O:47][CH:48]1[CH2:53][CH2:52][CH2:51][CH2:50][O:49]1.C(=O)([O-])[O-].[K+].[K+].CI. Given the product [CH3:34][Si:35]([CH3:58])([C:54]([CH3:57])([CH3:56])[CH3:55])[O:36][CH2:37][C@H:38]1[C@H:39]([O:47][CH:48]2[CH2:53][CH2:52][CH2:51][CH2:50][O:49]2)[CH2:40][C@H:41]([OH:42])[C@@H:45]1[CH2:44]/[CH:43]=[CH:8]\[CH2:7][CH2:6][CH2:5][C:2]([O:4][CH3:28])=[O:3], predict the reactants needed to synthesize it.